Task: Predict the reaction yield, written as a fraction of the theoretical maximum amount of product (1.0 means a 100% yield; for example, 0.34 means a 34% yield).. Dataset: Reaction yield outcomes from USPTO patents with 853,638 reactions (1) The reactants are [CH3:1][NH:2][CH2:3][CH2:4][CH:5]([O:12][C:13]1[CH:14]=[CH:15][C:16]([C:19]([F:22])([F:21])[F:20])=[CH:17][CH:18]=1)[C:6]1[CH:7]=[CH:8][CH:9]=[CH:10][CH:11]=1.[ClH:23].[C:24]([OH:31])(=[O:30])[CH2:25][CH2:26][C:27]([OH:29])=[O:28]. The catalyst is C(#N)C. The product is [CH3:1][NH:2][CH2:3][CH2:4][CH:5]([O:12][C:13]1[CH:18]=[CH:17][C:16]([C:19]([F:20])([F:22])[F:21])=[CH:15][CH:14]=1)[C:6]1[CH:7]=[CH:8][CH:9]=[CH:10][CH:11]=1.[ClH:23].[C:24]([OH:31])(=[O:30])[CH2:25][CH2:26][C:27]([OH:29])=[O:28]. The yield is 0.920. (2) The reactants are C(N(C(C)C)CC)(C)C.CN(C(ON1N=NC2C=CC=CC1=2)=[N+](C)C)C.F[P-](F)(F)(F)(F)F.[CH3:34][N:35]([CH3:42])[CH:36]1[CH2:41][CH2:40][NH:39][CH2:38][CH2:37]1.[CH2:43]([O:45][C:46](=[O:59])[CH2:47][CH2:48][N:49]1[CH:53]=[CH:52][N:51]=[C:50]1[CH2:54][CH2:55][C:56](O)=[O:57])[CH3:44]. The catalyst is C(Cl)(Cl)Cl. The product is [CH3:34][N:35]([CH3:42])[CH:36]1[CH2:41][CH2:40][N:39]([C:56](=[O:57])[CH2:55][CH2:54][C:50]2[N:49]([CH2:48][CH2:47][C:46]([O:45][CH2:43][CH3:44])=[O:59])[CH:53]=[CH:52][N:51]=2)[CH2:38][CH2:37]1. The yield is 0.530.